From a dataset of Forward reaction prediction with 1.9M reactions from USPTO patents (1976-2016). Predict the product of the given reaction. (1) Given the reactants [H-].[Na+].[O:3]1[C:7]2[CH:8]=[CH:9][CH:10]=[CH:11][C:6]=2[N:5]=[C:4]1[NH:12][C:13](=[O:21])[CH2:14][C:15]1[CH:20]=[CH:19][N:18]=[CH:17][CH:16]=1.[F:22][C:23]1[CH:30]=[CH:29][C:26]([CH2:27]Br)=[CH:25][CH:24]=1, predict the reaction product. The product is: [O:3]1[C:7]2[CH:8]=[CH:9][CH:10]=[CH:11][C:6]=2[N:5]=[C:4]1[NH:12][C:13](=[O:21])[CH:14]([C:15]1[CH:20]=[CH:19][N:18]=[CH:17][CH:16]=1)[CH2:27][C:26]1[CH:29]=[CH:30][C:23]([F:22])=[CH:24][CH:25]=1. (2) Given the reactants [OH:1][C:2]1[CH:11]=[CH:10][C:9]2[O:8][C:7](=[O:12])[CH:6]=[CH:5][C:4]=2[C:3]=1[C:13]([O:15][CH3:16])=[O:14].CCN(C(C)C)C(C)C.[CH3:26][O:27][CH2:28]Cl.O, predict the reaction product. The product is: [CH3:26][O:27][CH2:28][O:1][C:2]1[CH:11]=[CH:10][C:9]2[O:8][C:7](=[O:12])[CH:6]=[CH:5][C:4]=2[C:3]=1[C:13]([O:15][CH3:16])=[O:14]. (3) Given the reactants [CH2:1]([CH:9]1[C:13]2[NH:14][C:15]([C:17]([O:19]CC)=[O:18])=[CH:16][C:12]=2[CH2:11][CH2:10]1)[CH2:2][C:3]1[CH:8]=[CH:7][CH:6]=[CH:5][CH:4]=1.[OH-].[Na+], predict the reaction product. The product is: [CH2:1]([CH:9]1[C:13]2[NH:14][C:15]([C:17]([OH:19])=[O:18])=[CH:16][C:12]=2[CH2:11][CH2:10]1)[CH2:2][C:3]1[CH:4]=[CH:5][CH:6]=[CH:7][CH:8]=1.